This data is from Catalyst prediction with 721,799 reactions and 888 catalyst types from USPTO. The task is: Predict which catalyst facilitates the given reaction. The catalyst class is: 5. Reactant: [CH3:1][O:2][C:3]([CH:5]1[CH2:12][CH:11]2[C:13](=O)[CH:7]([CH2:8][CH2:9][CH2:10]2)[CH2:6]1)=[O:4].C([O-])(=O)C.[NH4+].[BH3-]C#[N:22].[Na+]. Product: [CH3:1][O:2][C:3]([CH:5]1[CH2:12][CH:11]2[CH:13]([NH2:22])[CH:7]([CH2:8][CH2:9][CH2:10]2)[CH2:6]1)=[O:4].